Dataset: Forward reaction prediction with 1.9M reactions from USPTO patents (1976-2016). Task: Predict the product of the given reaction. (1) Given the reactants [O:1]=[C:2]1[CH2:7][CH2:6][N:5]([C:8]([O:10][C:11]([CH3:14])([CH3:13])[CH3:12])=[O:9])[CH2:4][CH2:3]1.[Li+].C[Si]([N-][Si](C)(C)C)(C)C.[O:25]1[CH2:29][CH2:28][CH2:27][CH:26]1[C:30](Cl)=[O:31], predict the reaction product. The product is: [O:1]=[C:2]1[CH2:3][CH2:4][N:5]([C:8]([O:10][C:11]([CH3:14])([CH3:13])[CH3:12])=[O:9])[CH2:6][CH:7]1[C:30]([CH:26]1[CH2:27][CH2:28][CH2:29][O:25]1)=[O:31]. (2) Given the reactants [CH2:1]1[N:6]([C:7]2[N:12]=[C:11]3[N:13]=[CH:14][C:15]([I:17])=[CH:16][C:10]3=[N:9][C:8]=2[NH:18][NH2:19])[CH2:5][CH2:4][N:3]2[CH2:20][CH2:21][CH2:22][CH:2]12.[CH:23](OC)(OC)OC, predict the reaction product. The product is: [CH2:1]1[N:6]([C:7]2[C:8]3[N:9]([CH:23]=[N:19][N:18]=3)[C:10]3[CH:16]=[C:15]([I:17])[CH:14]=[N:13][C:11]=3[N:12]=2)[CH2:5][CH2:4][N:3]2[CH2:20][CH2:21][CH2:22][CH:2]12. (3) The product is: [Br:25][C:23]1[CH:24]=[C:19]([NH:15][C:12]2[CH:13]=[CH:14][C:9]([N:5]3[CH2:6][CH2:7][CH2:8][N:2]([CH3:1])[CH2:3][CH2:4]3)=[CH:10][N:11]=2)[C:20](=[O:27])[N:21]([CH3:26])[CH:22]=1. Given the reactants [CH3:1][N:2]1[CH2:8][CH2:7][CH2:6][N:5]([C:9]2[CH:10]=[N:11][C:12]([N+:15]([O-])=O)=[CH:13][CH:14]=2)[CH2:4][CH2:3]1.Br[C:19]1[C:20](=[O:27])[N:21]([CH3:26])[CH:22]=[C:23]([Br:25])[CH:24]=1.C(=O)([O-])[O-].[Cs+].[Cs+].CC1(C)C2C(=C(P(C3C=CC=CC=3)C3C=CC=CC=3)C=CC=2)OC2C(P(C3C=CC=CC=3)C3C=CC=CC=3)=CC=CC1=2, predict the reaction product. (4) The product is: [Cl:1][C:2]1[CH:7]=[CH:6][N:5]=[C:4]([CH2:8][NH:9][C:10]2[O:11][C:12]3[C:18]([O:19][CH3:20])=[CH:17][C:16]([C:21]([N:23]4[CH2:30][CH2:29][CH2:28][C:24]4([C:25]([N:36]4[CH2:37][C:34]([F:38])([F:33])[CH2:35]4)=[O:26])[CH3:31])=[O:22])=[CH:15][C:13]=3[N:14]=2)[CH:3]=1. Given the reactants [Cl:1][C:2]1[CH:7]=[CH:6][N:5]=[C:4]([CH2:8][NH:9][C:10]2[O:11][C:12]3[C:18]([O:19][CH3:20])=[CH:17][C:16]([C:21]([N:23]4[CH2:30][CH2:29][CH2:28][C@@:24]4([CH3:31])[C:25](O)=[O:26])=[O:22])=[CH:15][C:13]=3[N:14]=2)[CH:3]=1.Cl.[F:33][C:34]1([F:38])[CH2:37][NH:36][CH2:35]1.C(N(CC)C(C)C)(C)C.CN(C(ON1N=NC2C=CC=NC1=2)=[N+](C)C)C.F[P-](F)(F)(F)(F)F, predict the reaction product. (5) Given the reactants [CH:1]1([NH:6][C:7]2[C:12]([N+:13]([O-])=O)=[CH:11][CH:10]=[CH:9][N:8]=2)[CH2:5][CH2:4][CH2:3][CH2:2]1, predict the reaction product. The product is: [CH:1]1([NH:6][C:7]2[C:12]([NH2:13])=[CH:11][CH:10]=[CH:9][N:8]=2)[CH2:2][CH2:3][CH2:4][CH2:5]1. (6) Given the reactants [OH:1][C:2]1[CH:10]=[CH:9][CH:8]=[CH:7][C:3]=1[C:4](O)=[O:5].[C:11](N1C=CN=C1)([N:13]1C=CN=[CH:14]1)=O.CNC, predict the reaction product. The product is: [OH:1][C:2]1[CH:10]=[CH:9][CH:8]=[CH:7][C:3]=1[C:4]([N:13]([CH3:14])[CH3:11])=[O:5]. (7) Given the reactants [CH3:1][C:2]1[CH:3]=[CH:4][C:5]([OH:16])=[C:6]([C:8]2[N:13]=[C:12](C=O)[CH:11]=[CH:10][CH:9]=2)[CH:7]=1.[CH:17]([C:20]1[CH:26]=[CH:25][CH:24]=[C:23]([CH:27]([CH3:29])[CH3:28])[C:21]=1[NH2:22])([CH3:19])[CH3:18], predict the reaction product. The product is: [CH3:1][C:2]1[CH:3]=[CH:4][C:5]([OH:16])=[C:6]([C:8]2[NH:13][C:12](=[N:22][C:21]3[C:23]([CH:27]([CH3:28])[CH3:29])=[CH:24][CH:25]=[CH:26][C:20]=3[CH:17]([CH3:19])[CH3:18])[CH:11]=[CH:10][CH:9]=2)[CH:7]=1.